From a dataset of Forward reaction prediction with 1.9M reactions from USPTO patents (1976-2016). Predict the product of the given reaction. The product is: [Cl:21][C:22]1[C:27]([O:28][CH3:29])=[CH:26][C:25]([NH:30][C:2]2[C:11]3[C:6](=[CH:7][C:8]([O:14][CH2:15][CH2:16][O:17][CH3:18])=[C:9]([O:12][CH3:13])[CH:10]=3)[N:5]=[CH:4][C:3]=2[C:19]#[N:20])=[C:24]([O:31][CH3:32])[CH:23]=1. Given the reactants Cl[C:2]1[C:11]2[C:6](=[CH:7][C:8]([O:14][CH2:15][CH2:16][O:17][CH3:18])=[C:9]([O:12][CH3:13])[CH:10]=2)[N:5]=[CH:4][C:3]=1[C:19]#[N:20].[Cl:21][C:22]1[C:27]([O:28][CH3:29])=[CH:26][C:25]([NH2:30])=[C:24]([O:31][CH3:32])[CH:23]=1, predict the reaction product.